This data is from NCI-60 drug combinations with 297,098 pairs across 59 cell lines. The task is: Regression. Given two drug SMILES strings and cell line genomic features, predict the synergy score measuring deviation from expected non-interaction effect. (1) Drug 1: C1=CC(=CC=C1CC(C(=O)O)N)N(CCCl)CCCl.Cl. Drug 2: CCN(CC)CCNC(=O)C1=C(NC(=C1C)C=C2C3=C(C=CC(=C3)F)NC2=O)C. Cell line: ACHN. Synergy scores: CSS=11.6, Synergy_ZIP=-0.300, Synergy_Bliss=-1.93, Synergy_Loewe=-3.50, Synergy_HSA=-3.30. (2) Drug 1: C1=C(C(=O)NC(=O)N1)N(CCCl)CCCl. Drug 2: C1C(C(OC1N2C=NC(=NC2=O)N)CO)O. Cell line: EKVX. Synergy scores: CSS=15.4, Synergy_ZIP=-2.80, Synergy_Bliss=1.48, Synergy_Loewe=1.01, Synergy_HSA=0.571. (3) Drug 1: CCCCCOC(=O)NC1=NC(=O)N(C=C1F)C2C(C(C(O2)C)O)O. Drug 2: C#CCC(CC1=CN=C2C(=N1)C(=NC(=N2)N)N)C3=CC=C(C=C3)C(=O)NC(CCC(=O)O)C(=O)O. Cell line: OVCAR-5. Synergy scores: CSS=54.4, Synergy_ZIP=2.26, Synergy_Bliss=-0.382, Synergy_Loewe=-29.7, Synergy_HSA=-1.28. (4) Cell line: EKVX. Drug 1: CC(C1=C(C=CC(=C1Cl)F)Cl)OC2=C(N=CC(=C2)C3=CN(N=C3)C4CCNCC4)N. Drug 2: CNC(=O)C1=NC=CC(=C1)OC2=CC=C(C=C2)NC(=O)NC3=CC(=C(C=C3)Cl)C(F)(F)F. Synergy scores: CSS=12.5, Synergy_ZIP=-10.1, Synergy_Bliss=-3.59, Synergy_Loewe=-4.08, Synergy_HSA=-3.06. (5) Drug 1: CC1CCC2CC(C(=CC=CC=CC(CC(C(=O)C(C(C(=CC(C(=O)CC(OC(=O)C3CCCCN3C(=O)C(=O)C1(O2)O)C(C)CC4CCC(C(C4)OC)O)C)C)O)OC)C)C)C)OC. Drug 2: C(CN)CNCCSP(=O)(O)O. Cell line: OVCAR3. Synergy scores: CSS=26.8, Synergy_ZIP=-9.46, Synergy_Bliss=-4.80, Synergy_Loewe=-28.2, Synergy_HSA=-1.82. (6) Drug 1: C1C(C(OC1N2C=NC(=NC2=O)N)CO)O. Drug 2: CC1C(C(CC(O1)OC2CC(CC3=C2C(=C4C(=C3O)C(=O)C5=C(C4=O)C(=CC=C5)OC)O)(C(=O)CO)O)N)O.Cl. Cell line: OVCAR-8. Synergy scores: CSS=43.8, Synergy_ZIP=-3.23, Synergy_Bliss=-3.66, Synergy_Loewe=2.44, Synergy_HSA=3.69.